From a dataset of Peptide-MHC class II binding affinity with 134,281 pairs from IEDB. Regression. Given a peptide amino acid sequence and an MHC pseudo amino acid sequence, predict their binding affinity value. This is MHC class II binding data. (1) The peptide sequence is AFKVANTAANAAPAN. The MHC is DRB1_0701 with pseudo-sequence DRB1_0701. The binding affinity (normalized) is 0.709. (2) The peptide sequence is PFAATHNPWASQRF. The MHC is DRB1_1302 with pseudo-sequence DRB1_1302. The binding affinity (normalized) is 0.198. (3) The peptide sequence is GELQIVDKIDACFKI. The MHC is DRB1_0701 with pseudo-sequence DRB1_0701. The binding affinity (normalized) is 0.497. (4) The peptide sequence is EEFCTLASRFLVEED. The MHC is HLA-DQA10301-DQB10302 with pseudo-sequence HLA-DQA10301-DQB10302. The binding affinity (normalized) is 0.399. (5) The MHC is HLA-DQA10501-DQB10402 with pseudo-sequence HLA-DQA10501-DQB10402. The peptide sequence is GKGEWMTTEDMLEVW. The binding affinity (normalized) is 0. (6) The peptide sequence is GQWRGAAGTAAQAAV. The MHC is DRB1_0301 with pseudo-sequence DRB1_0301. The binding affinity (normalized) is 0. (7) The peptide sequence is TWYGKPTGAGPKDNG. The MHC is HLA-DPA10103-DPB10401 with pseudo-sequence HLA-DPA10103-DPB10401. The binding affinity (normalized) is 0.0485. (8) The peptide sequence is NMLTHSINSLISDNL. The MHC is H-2-IAb with pseudo-sequence H-2-IAb. The binding affinity (normalized) is 0.299. (9) The peptide sequence is DNACKRTYSDRGWGN. The MHC is DRB1_0101 with pseudo-sequence DRB1_0101. The binding affinity (normalized) is 0. (10) The peptide sequence is YAHAAHAAHAAHAAHAA. The binding affinity (normalized) is 0.149. The MHC is DRB1_0802 with pseudo-sequence DRB1_0802.